This data is from Full USPTO retrosynthesis dataset with 1.9M reactions from patents (1976-2016). The task is: Predict the reactants needed to synthesize the given product. (1) Given the product [F:1][C:2]1[CH:7]=[CH:6][C:5]([O:8][CH3:9])=[CH:4][C:3]=1[C:10]1[CH:15]=[CH:14][C:13]([C:16]([O:18][CH3:19])=[O:17])=[CH:12][C:11]=1[CH:20]1[CH:21]([O:26][S:28]([CH3:27])(=[O:30])=[O:29])[CH2:22][CH2:23][CH:24]1[CH3:25], predict the reactants needed to synthesize it. The reactants are: [F:1][C:2]1[CH:7]=[CH:6][C:5]([O:8][CH3:9])=[CH:4][C:3]=1[C:10]1[CH:15]=[CH:14][C:13]([C:16]([O:18][CH3:19])=[O:17])=[CH:12][C:11]=1[CH:20]1[CH:24]([CH3:25])[CH2:23][CH2:22][CH:21]1[OH:26].[CH3:27][S:28](Cl)(=[O:30])=[O:29]. (2) Given the product [CH:2]([CH:15]1[C:20](=[O:21])[CH2:19][CH2:18][N:17]([C:31](=[S:32])[NH:30][C:25]2[CH:26]=[CH:27][CH:28]=[CH:29][C:24]=2[O:23][CH3:22])[CH2:16]1)([C:9]1[CH:14]=[CH:13][CH:12]=[CH:11][CH:10]=1)[C:3]1[CH:4]=[CH:5][CH:6]=[CH:7][CH:8]=1, predict the reactants needed to synthesize it. The reactants are: Cl.[CH:2]([CH:15]1[C:20](=[O:21])[CH2:19][CH2:18][NH:17][CH2:16]1)([C:9]1[CH:14]=[CH:13][CH:12]=[CH:11][CH:10]=1)[C:3]1[CH:8]=[CH:7][CH:6]=[CH:5][CH:4]=1.[CH3:22][O:23][C:24]1[CH:29]=[CH:28][CH:27]=[CH:26][C:25]=1[N:30]=[C:31]=[S:32].C(N(CC)CC)C. (3) The reactants are: [F:1][C:2]([F:11])([F:10])[C:3]1([C:7]([OH:9])=O)[CH2:6][CH2:5][CH2:4]1.C1C=CC2N(O)N=NC=2C=1.CCN=C=NCCCN(C)C.[CH3:33][NH:34][CH2:35][C:36]1[CH:41]=[CH:40][C:39]([C:42]([N:44]2[CH2:50][C:49]3([CH3:52])[CH2:51][CH:45]2[CH2:46][C:47]([CH3:54])([CH3:53])[CH2:48]3)=[O:43])=[CH:38][CH:37]=1.CCN(C(C)C)C(C)C. Given the product [CH3:33][N:34]([CH2:35][C:36]1[CH:41]=[CH:40][C:39]([C:42]([N:44]2[CH2:50][C:49]3([CH3:52])[CH2:51][CH:45]2[CH2:46][C:47]([CH3:54])([CH3:53])[CH2:48]3)=[O:43])=[CH:38][CH:37]=1)[C:7]([C:3]1([C:2]([F:1])([F:11])[F:10])[CH2:4][CH2:5][CH2:6]1)=[O:9], predict the reactants needed to synthesize it. (4) Given the product [C:23]([NH:27][C:28]1[N:3]2[CH:4]=[CH:5][CH:29]=[CH:7][C:2]2=[N:1][C:21]=1[C:19]1[S:20][C:16]([C:15]#[C:14][C:9]2[CH:10]=[CH:11][CH:12]=[CH:13][N:8]=2)=[CH:17][CH:18]=1)([CH3:26])([CH3:25])[CH3:24], predict the reactants needed to synthesize it. The reactants are: [NH2:1][C:2]1[CH:7]=N[CH:5]=[CH:4][N:3]=1.[N:8]1[CH:13]=[CH:12][CH:11]=[CH:10][C:9]=1[C:14]#[C:15][C:16]1[S:20][C:19]([CH:21]=O)=[CH:18][CH:17]=1.[C:23]([N+:27]#[C-:28])([CH3:26])([CH3:25])[CH3:24].[CH3:29]C(=O)OCC. (5) Given the product [CH:1]1([O:6][C:7]2[CH:15]=[CH:14][C:13]([S:16]([NH:17][CH3:18])(=[O:20])=[O:19])=[CH:12][C:8]=2[C:9]([N:35]2[CH2:36][CH2:37][N:32]([C:30]3[S:29][N:28]=[C:27]([C:21]4[CH:26]=[CH:25][CH:24]=[CH:23][CH:22]=4)[N:31]=3)[CH2:33][CH2:34]2)=[O:11])[CH2:2][CH2:3][CH2:4][CH2:5]1, predict the reactants needed to synthesize it. The reactants are: [CH:1]1([O:6][C:7]2[CH:15]=[CH:14][C:13]([S:16](=[O:20])(=[O:19])[NH:17][CH3:18])=[CH:12][C:8]=2[C:9]([OH:11])=O)[CH2:5][CH2:4][CH2:3][CH2:2]1.[C:21]1([C:27]2[N:31]=[C:30]([N:32]3[CH2:37][CH2:36][NH:35][CH2:34][CH2:33]3)[S:29][N:28]=2)[CH:26]=[CH:25][CH:24]=[CH:23][CH:22]=1. (6) The reactants are: Cl[C:2]1[N:7]=[CH:6][C:5]([O:8][C:9]2[CH:14]=[CH:13][C:12]([S:15]([NH:18][C:19]3[S:20][CH:21]=[CH:22][N:23]=3)(=[O:17])=[O:16])=[CH:11][C:10]=2[C:24]#[N:25])=[C:4]([C:26]2[CH:31]=[CH:30][N:29]=[CH:28][CH:27]=2)[CH:3]=1.[F:32][C:33]1[C:38](B(O)O)=[CH:37][CH:36]=[C:35]([F:42])[N:34]=1.C([O-])([O-])=O.[Na+].[Na+].O. Given the product [C:24]([C:10]1[CH:11]=[C:12]([S:15]([NH:18][C:19]2[S:20][CH:21]=[CH:22][N:23]=2)(=[O:17])=[O:16])[CH:13]=[CH:14][C:9]=1[O:8][C:5]1[C:4]([C:26]2[CH:31]=[CH:30][N:29]=[CH:28][CH:27]=2)=[CH:3][C:2]([C:38]2[C:33]([F:32])=[N:34][C:35]([F:42])=[CH:36][CH:37]=2)=[N:7][CH:6]=1)#[N:25], predict the reactants needed to synthesize it. (7) Given the product [C:11]([C:15]1[CH:16]=[CH:17][C:18]([O:21][C:2]2[CH:7]=[CH:6][C:5]([N+:8]([O-:10])=[O:9])=[CH:4][N:3]=2)=[CH:19][CH:20]=1)([CH3:14])([CH3:12])[CH3:13], predict the reactants needed to synthesize it. The reactants are: Cl[C:2]1[CH:7]=[CH:6][C:5]([N+:8]([O-:10])=[O:9])=[CH:4][N:3]=1.[C:11]([C:15]1[CH:20]=[CH:19][C:18]([OH:21])=[CH:17][CH:16]=1)([CH3:14])([CH3:13])[CH3:12].C([O-])([O-])=O.[K+].[K+].